From a dataset of NCI-60 drug combinations with 297,098 pairs across 59 cell lines. Regression. Given two drug SMILES strings and cell line genomic features, predict the synergy score measuring deviation from expected non-interaction effect. (1) Drug 1: CNC(=O)C1=CC=CC=C1SC2=CC3=C(C=C2)C(=NN3)C=CC4=CC=CC=N4. Drug 2: CC1=C2C(C(=O)C3(C(CC4C(C3C(C(C2(C)C)(CC1OC(=O)C(C(C5=CC=CC=C5)NC(=O)OC(C)(C)C)O)O)OC(=O)C6=CC=CC=C6)(CO4)OC(=O)C)O)C)O. Cell line: SK-MEL-2. Synergy scores: CSS=30.6, Synergy_ZIP=6.21, Synergy_Bliss=7.77, Synergy_Loewe=-32.0, Synergy_HSA=6.87. (2) Drug 1: CC1=C(C=C(C=C1)NC(=O)C2=CC=C(C=C2)CN3CCN(CC3)C)NC4=NC=CC(=N4)C5=CN=CC=C5. Drug 2: B(C(CC(C)C)NC(=O)C(CC1=CC=CC=C1)NC(=O)C2=NC=CN=C2)(O)O. Cell line: CCRF-CEM. Synergy scores: CSS=37.7, Synergy_ZIP=1.02, Synergy_Bliss=1.79, Synergy_Loewe=-22.7, Synergy_HSA=2.63. (3) Drug 2: C1=NNC2=C1C(=O)NC=N2. Cell line: NCI/ADR-RES. Drug 1: CC1C(C(CC(O1)OC2CC(CC3=C2C(=C4C(=C3O)C(=O)C5=C(C4=O)C(=CC=C5)OC)O)(C(=O)CO)O)N)O.Cl. Synergy scores: CSS=-1.74, Synergy_ZIP=-0.751, Synergy_Bliss=-1.56, Synergy_Loewe=-3.67, Synergy_HSA=-3.45. (4) Drug 1: CC12CCC(CC1=CCC3C2CCC4(C3CC=C4C5=CN=CC=C5)C)O. Drug 2: CC1=C(C(CCC1)(C)C)C=CC(=CC=CC(=CC(=O)O)C)C. Cell line: SF-539. Synergy scores: CSS=10.3, Synergy_ZIP=-6.82, Synergy_Bliss=-5.63, Synergy_Loewe=-3.43, Synergy_HSA=-2.27. (5) Drug 1: C1=CC(=CC=C1C#N)C(C2=CC=C(C=C2)C#N)N3C=NC=N3. Drug 2: C1=NC(=NC(=O)N1C2C(C(C(O2)CO)O)O)N. Cell line: HCT-15. Synergy scores: CSS=12.7, Synergy_ZIP=-6.41, Synergy_Bliss=1.55, Synergy_Loewe=-6.60, Synergy_HSA=0.314. (6) Drug 1: CC1OCC2C(O1)C(C(C(O2)OC3C4COC(=O)C4C(C5=CC6=C(C=C35)OCO6)C7=CC(=C(C(=C7)OC)O)OC)O)O. Drug 2: CC12CCC3C(C1CCC2OP(=O)(O)O)CCC4=C3C=CC(=C4)OC(=O)N(CCCl)CCCl.[Na+]. Cell line: A498. Synergy scores: CSS=26.6, Synergy_ZIP=-4.79, Synergy_Bliss=-3.71, Synergy_Loewe=-24.8, Synergy_HSA=-2.80. (7) Drug 1: CCN(CC)CCNC(=O)C1=C(NC(=C1C)C=C2C3=C(C=CC(=C3)F)NC2=O)C. Drug 2: C1CCC(C(C1)N)N.C(=O)(C(=O)[O-])[O-].[Pt+4]. Cell line: MDA-MB-231. Synergy scores: CSS=-2.84, Synergy_ZIP=-0.171, Synergy_Bliss=0.696, Synergy_Loewe=-15.9, Synergy_HSA=-10.7. (8) Drug 1: COC1=CC(=CC(=C1O)OC)C2C3C(COC3=O)C(C4=CC5=C(C=C24)OCO5)OC6C(C(C7C(O6)COC(O7)C8=CC=CS8)O)O. Drug 2: C(CN)CNCCSP(=O)(O)O. Cell line: ACHN. Synergy scores: CSS=58.1, Synergy_ZIP=-1.13, Synergy_Bliss=-0.387, Synergy_Loewe=-62.7, Synergy_HSA=0.310. (9) Drug 1: CC12CCC3C(C1CCC2O)C(CC4=C3C=CC(=C4)O)CCCCCCCCCS(=O)CCCC(C(F)(F)F)(F)F. Drug 2: C1CNP(=O)(OC1)N(CCCl)CCCl. Cell line: SW-620. Synergy scores: CSS=-4.80, Synergy_ZIP=4.18, Synergy_Bliss=4.35, Synergy_Loewe=-3.50, Synergy_HSA=-3.52.